The task is: Predict which catalyst facilitates the given reaction.. This data is from Catalyst prediction with 721,799 reactions and 888 catalyst types from USPTO. (1) Reactant: [CH3:1][S:2]([NH:5][C:6]1[CH:21]=[CH:20][C:9]2[NH:10][C:11]([CH2:16][C:17]([OH:19])=O)=[N:12][S:13](=[O:15])(=[O:14])[C:8]=2[CH:7]=1)(=[O:4])=[O:3].[CH3:22][O:23][C:24]([C@@H:26]1[CH2:31][CH2:30][CH2:29][CH2:28][C@@H:27]1[NH:32][CH2:33][C:34]1[CH:39]=[CH:38][C:37]([F:40])=[CH:36][CH:35]=1)=[O:25].Cl.CN(C)CCCN=C=NCC.CN1CCOCC1.Cl. Product: [CH3:22][O:23][C:24]([C@@H:26]1[CH2:31][CH2:30][CH2:29][CH2:28][C@@H:27]1[N:32]([CH2:33][C:34]1[CH:39]=[CH:38][C:37]([F:40])=[CH:36][CH:35]=1)[C:17](=[O:19])[CH2:16][C:11]1[NH:10][C:9]2[CH:20]=[CH:21][C:6]([NH:5][S:2]([CH3:1])(=[O:3])=[O:4])=[CH:7][C:8]=2[S:13](=[O:14])(=[O:15])[N:12]=1)=[O:25]. The catalyst class is: 9. (2) Reactant: Br[C:2]1([CH2:13][C:14]2[CH:19]=[CH:18][CH:17]=[C:16]([Cl:20])[CH:15]=2)[C:10]2[C:5](=[CH:6][C:7]([Cl:11])=[CH:8][CH:9]=2)[NH:4][C:3]1=[O:12].[C:21]([O:25][C:26]([N:28]1[CH2:33][CH2:32][NH:31][CH2:30][CH2:29]1)=[O:27])([CH3:24])([CH3:23])[CH3:22].CCN(C(C)C)C(C)C. Product: [C:21]([O:25][C:26]([N:28]1[CH2:33][CH2:32][N:31]([C:2]2([CH2:13][C:14]3[CH:19]=[CH:18][CH:17]=[C:16]([Cl:20])[CH:15]=3)[C:10]3[C:5](=[CH:6][C:7]([Cl:11])=[CH:8][CH:9]=3)[NH:4][C:3]2=[O:12])[CH2:30][CH2:29]1)=[O:27])([CH3:24])([CH3:22])[CH3:23]. The catalyst class is: 10. (3) Reactant: [Cl:1][C:2]1[CH:3]=[C:4]([OH:9])[CH:5]=[CH:6][C:7]=1[Cl:8].Cl[CH2:11][CH2:12][CH2:13][CH2:14][CH:15]([N:22]1[CH:26]=[N:25][CH:24]=[N:23]1)[CH:16]([OH:21])[C:17]([CH3:20])([CH3:19])[CH3:18].C([O-])([O-])=O.[K+].[K+]. The catalyst class is: 3. Product: [Cl:1][C:2]1[CH:3]=[C:4]([CH:5]=[CH:6][C:7]=1[Cl:8])[O:9][CH2:11][CH2:12][CH2:13][CH2:14][CH:15]([N:22]1[CH:26]=[N:25][CH:24]=[N:23]1)[CH:16]([OH:21])[C:17]([CH3:18])([CH3:20])[CH3:19]. (4) Reactant: F[C:2]1[CH:7]=[CH:6][C:5]([NH:8][C:9]([NH:11][C:12]2[CH:17]=[CH:16][C:15]([O:18][CH:19]([CH3:21])[CH3:20])=[CH:14][CH:13]=2)=[O:10])=[CH:4][C:3]=1[N+:22]([O-:24])=[O:23].[NH2:25][CH2:26][CH2:27][N:28]1[CH2:33][CH2:32][CH2:31][CH2:30][CH2:29]1. Product: [CH:19]([O:18][C:15]1[CH:16]=[CH:17][C:12]([NH:11][C:9]([NH:8][C:5]2[CH:6]=[CH:7][C:2]([NH:25][CH2:26][CH2:27][N:28]3[CH2:33][CH2:32][CH2:31][CH2:30][CH2:29]3)=[C:3]([N+:22]([O-:24])=[O:23])[CH:4]=2)=[O:10])=[CH:13][CH:14]=1)([CH3:21])[CH3:20]. The catalyst class is: 13.